Dataset: Full USPTO retrosynthesis dataset with 1.9M reactions from patents (1976-2016). Task: Predict the reactants needed to synthesize the given product. (1) The reactants are: [Li]CCCC.[O:6]1[CH:10]=[C:9]([CH:11]=O)[N:8]=[CH:7]1.[OH2:13].[CH3:14][CH2:15][O:16][CH2:17][CH3:18]. Given the product [CH2:15]([O:16][C:17](=[O:13])[CH:18]=[CH:11][C:9]1[N:8]=[CH:7][O:6][CH:10]=1)[CH3:14], predict the reactants needed to synthesize it. (2) Given the product [ClH:21].[CH3:6][NH:7][C@@H:9]([CH2:13][C:14]1[CH:19]=[CH:18][CH:17]=[CH:16][CH:15]=1)[CH2:10][C:11]#[N:12], predict the reactants needed to synthesize it. The reactants are: C(O[C:6](=O)[N:7]([C@@H:9]([CH2:13][C:14]1[CH:19]=[CH:18][CH:17]=[CH:16][CH:15]=1)[CH2:10][C:11]#[N:12])C)(C)(C)C.[ClH:21].O1CCOCC1.